Dataset: Full USPTO retrosynthesis dataset with 1.9M reactions from patents (1976-2016). Task: Predict the reactants needed to synthesize the given product. (1) Given the product [OH:2][C:3]1[C:5]2([CH2:10][CH2:9][N:8]([O:11][CH3:12])[CH2:7][CH2:6]2)[N:13]([CH3:26])[C:14](=[O:25])[C:15]=1[C:16]1[C:21]([CH3:22])=[CH:20][C:19]([CH3:23])=[CH:18][C:17]=1[CH3:24], predict the reactants needed to synthesize it. The reactants are: C[O:2][C:3]([C:5]1([N:13]([CH3:26])[C:14](=[O:25])[CH2:15][C:16]2[C:21]([CH3:22])=[CH:20][C:19]([CH3:23])=[CH:18][C:17]=2[CH3:24])[CH2:10][CH2:9][N:8]([O:11][CH3:12])[CH2:7][CH2:6]1)=O.C[O-].[Na+].[Cl-].[NH4+].Cl. (2) Given the product [Cl:18][C:12]1[CH:13]=[CH:14][CH:15]=[C:16]([Cl:17])[C:11]=1[C:5]1[NH:6][C:7]2[C:3]([N:4]=1)=[C:2]([NH:25][C:22]1[CH:23]=[CH:24][N:19]=[CH:20][N:21]=1)[N:10]=[CH:9][N:8]=2, predict the reactants needed to synthesize it. The reactants are: Cl[C:2]1[N:10]=[CH:9][N:8]=[C:7]2[C:3]=1[N:4]=[C:5]([C:11]1[C:16]([Cl:17])=[CH:15][CH:14]=[CH:13][C:12]=1[Cl:18])[NH:6]2.[N:19]1[CH:24]=[CH:23][C:22]([NH2:25])=[N:21][CH:20]=1.CC1(C)C2C(=C(P(C3C=CC=CC=3)C3C=CC=CC=3)C=CC=2)OC2C(P(C3C=CC=CC=3)C3C=CC=CC=3)=CC=CC1=2.C([O-])([O-])=O.[Cs+].[Cs+]. (3) Given the product [BrH:34].[CH3:1][C:2]1[CH:7]=[C:6]([CH3:8])[CH:5]=[CH:4][C:3]=1[N:9]1[CH2:10][CH2:11][N:12]([C:15]([C:17]2[CH:22]=[CH:21][C:20]([N:23]3[CH2:27][CH2:26][CH2:25][S:24]3(=[O:28])=[O:29])=[CH:19][C:18]=2[S:30]([CH3:33])(=[O:32])=[O:31])=[O:16])[CH2:13][CH2:14]1, predict the reactants needed to synthesize it. The reactants are: [CH3:1][C:2]1[CH:7]=[C:6]([CH3:8])[CH:5]=[CH:4][C:3]=1[N:9]1[CH2:14][CH2:13][N:12]([C:15]([C:17]2[CH:22]=[CH:21][C:20]([N:23]3[CH2:27][CH2:26][CH2:25][S:24]3(=[O:29])=[O:28])=[CH:19][C:18]=2[S:30]([CH3:33])(=[O:32])=[O:31])=[O:16])[CH2:11][CH2:10]1.[BrH:34].C(O)(=O)C.C(OCC)(=O)C. (4) Given the product [OH:1][C:2]1[CH:3]=[C:4]([C:12]2[CH:20]=[CH:19][CH:18]=[C:14]([C:15]([NH2:17])=[O:16])[CH:13]=2)[CH:5]=[CH:6][CH:7]=1, predict the reactants needed to synthesize it. The reactants are: [OH:1][C:2]1[CH:3]=[C:4](B(O)O)[CH:5]=[CH:6][CH:7]=1.Br[C:12]1[CH:13]=[C:14]([CH:18]=[CH:19][CH:20]=1)[C:15]([NH2:17])=[O:16].C([O-])([O-])=O.[K+].[K+]. (5) Given the product [CH2:27]([O:16][C:14](=[O:15])[C:13]([CH2:20][C:21]1[CH:22]=[CH:23][CH:24]=[CH:25][CH:26]=1)([NH:10][C:45](=[O:46])[NH:44][C@@H:42]([C:36]1[CH:41]=[CH:40][CH:39]=[CH:38][CH:37]=1)[CH3:43])[C:17]([O:19][CH2:2][CH3:3])=[O:18])[CH3:28], predict the reactants needed to synthesize it. The reactants are: F[C:2](F)(F)[C:3](O)=O.C([N:10]([C:13]([CH2:20][C:21]1[CH:26]=[CH:25][CH:24]=[CH:23][CH:22]=1)([C:17]([OH:19])=[O:18])[C:14]([OH:16])=[O:15])CC)C.[CH:27](N(C(C)C)CC)(C)[CH3:28].[C:36]1([C@H:42]([N:44]=[C:45]=[O:46])[CH3:43])[CH:41]=[CH:40][CH:39]=[CH:38][CH:37]=1. (6) Given the product [C:1]1([C:7]2[CH:8]=[C:9]([CH2:12][C:13](=[S:17])[C:14]([OH:19])=[O:20])[S:10][CH:11]=2)[CH:2]=[CH:3][CH:4]=[CH:5][CH:6]=1, predict the reactants needed to synthesize it. The reactants are: [C:1]1([C:7]2[CH:8]=[C:9]([CH:12]=[C:13]3[S:17]C(=S)N[C:14]3=[O:19])[S:10][CH:11]=2)[CH:6]=[CH:5][CH:4]=[CH:3][CH:2]=1.[OH-:20].[Na+]. (7) Given the product [C:14]([C:13](=[C:17]1[CH2:22][CH2:21][N:20]([C:23]([O:25][C:26]([CH3:29])([CH3:28])[CH3:27])=[O:24])[CH2:19][CH2:18]1)[CH3:1])#[N:15], predict the reactants needed to synthesize it. The reactants are: [CH3:1]I.[H-].[Na+].C(OP([CH2:13][C:14]#[N:15])(=O)OCC)C.O=[C:17]1[CH2:22][CH2:21][N:20]([C:23]([O:25][C:26]([CH3:29])([CH3:28])[CH3:27])=[O:24])[CH2:19][CH2:18]1. (8) Given the product [CH3:18][C:6]1[N:5]=[C:4]2[S:19][C:20]3[CH2:25][CH2:24][CH2:23][CH2:22][C:21]=3[C:3]2=[C:2]([C:40]2[CH:48]=[CH:47][C:43]3[N:44]=[CH:45][S:46][C:42]=3[CH:41]=2)[C:7]=1[CH:8]([O:13][C:14]([CH3:17])([CH3:16])[CH3:15])[C:9]([O:11][CH3:12])=[O:10], predict the reactants needed to synthesize it. The reactants are: Cl[C:2]1[C:7]([CH:8]([O:13][C:14]([CH3:17])([CH3:16])[CH3:15])[C:9]([O:11][CH3:12])=[O:10])=[C:6]([CH3:18])[N:5]=[C:4]2[S:19][C:20]3[CH2:25][CH2:24][CH2:23][CH2:22][C:21]=3[C:3]=12.C(=O)([O-])[O-].[K+].[K+].CC1(C)C(C)(C)OB([C:40]2[CH:48]=[CH:47][C:43]3[N:44]=[CH:45][S:46][C:42]=3[CH:41]=2)O1.C(OCC)(=O)C.